Dataset: Reaction yield outcomes from USPTO patents with 853,638 reactions. Task: Predict the reaction yield, written as a fraction of the theoretical maximum amount of product (1.0 means a 100% yield; for example, 0.34 means a 34% yield). (1) The reactants are [NH2:1][C:2]1[CH:7]=[CH:6][C:5]([Br:8])=[CH:4][C:3]=1[C:9](=[O:22])[CH2:10][C:11]1[CH:16]=[CH:15][C:14]([C:17]([CH3:21])([CH3:20])[C:18]#[N:19])=[CH:13][CH:12]=1.[CH2:23]([N+:27]([O-:29])=[O:28])/[CH:24]=N\O. The catalyst is CC(C)=O.O.O.Cl. The product is [Br:8][C:5]1[CH:6]=[CH:7][C:2](/[N:1]=[CH:24]/[CH2:23][N+:27]([O-:29])=[O:28])=[C:3]([C:9](=[O:22])[CH2:10][C:11]2[CH:16]=[CH:15][C:14]([C:17]([CH3:20])([CH3:21])[C:18]#[N:19])=[CH:13][CH:12]=2)[CH:4]=1. The yield is 1.00. (2) The reactants are Cl[C:2]1[N:7]=[N:6][C:5]([C:8]([C:10]2[CH:15]=[CH:14][CH:13]=[CH:12][N:11]=2)=[O:9])=[C:4]([CH3:16])[C:3]=1[CH3:17].[CH3:18][C@@H:19]1[CH2:24][NH:23][CH2:22][CH2:21][NH:20]1.C(N(CC)CC)C. The catalyst is CN1C(=O)CCC1. The product is [CH3:16][C:4]1[C:3]([CH3:17])=[C:2]([N:23]2[CH2:22][CH2:21][NH:20][C@H:19]([CH3:18])[CH2:24]2)[N:7]=[N:6][C:5]=1[C:8]([C:10]1[CH:15]=[CH:14][CH:13]=[CH:12][N:11]=1)=[O:9]. The yield is 0.970. (3) The reactants are [NH2:1][C@@H:2]1[CH2:11][CH2:10][C:9]2[C:4](=[C:5]([N:13]3[CH2:18][CH2:17][N:16]([CH3:19])[CH2:15][CH2:14]3)[CH:6]=[CH:7][C:8]=2[CH3:12])[CH2:3]1.C(N(CC)CC)C.[Cl:27][C:28]1[CH:36]=[CH:35][C:31]([C:32](Cl)=[O:33])=[CH:30][CH:29]=1. The catalyst is C(Cl)Cl. The product is [CH3:12][C:8]1[CH:7]=[CH:6][C:5]([N:13]2[CH2:18][CH2:17][N:16]([CH3:19])[CH2:15][CH2:14]2)=[C:4]2[C:9]=1[CH2:10][CH2:11][C@@H:2]([NH:1][C:32](=[O:33])[C:31]1[CH:35]=[CH:36][C:28]([Cl:27])=[CH:29][CH:30]=1)[CH2:3]2. The yield is 0.630.